Task: Predict the product of the given reaction.. Dataset: Forward reaction prediction with 1.9M reactions from USPTO patents (1976-2016) (1) The product is: [NH2:33][C:30]1[CH:29]=[CH:28][C:27]([CH2:26][N:12]([C:3]2[C:2]([Cl:1])=[CH:7][C:6]([C:8]([F:11])([F:10])[F:9])=[CH:5][N:4]=2)[S:13]([C:16]2[CH:17]=[CH:18][C:19]([C:20]([O:22][CH3:23])=[O:21])=[CH:24][CH:25]=2)(=[O:14])=[O:15])=[CH:32][CH:31]=1. Given the reactants [Cl:1][C:2]1[C:3]([N:12]([CH2:26][C:27]2[CH:32]=[CH:31][C:30]([N+:33]([O-])=O)=[CH:29][CH:28]=2)[S:13]([C:16]2[CH:25]=[CH:24][C:19]([C:20]([O:22][CH3:23])=[O:21])=[CH:18][CH:17]=2)(=[O:15])=[O:14])=[N:4][CH:5]=[C:6]([C:8]([F:11])([F:10])[F:9])[CH:7]=1.Cl[Sn]Cl, predict the reaction product. (2) Given the reactants [CH2:1]([O:3][C:4]1[CH:5]=[C:6]([CH:25]=[C:26]([O:33][CH2:34][CH3:35])[C:27]=1[N:28]1[CH:32]=[CH:31][CH:30]=[CH:29]1)[CH2:7][N:8]1[CH2:13][CH2:12][CH:11]([NH:14][C:15]2[O:16][C:17]3[C:18](=[C:20]([NH2:24])[CH:21]=[CH:22][CH:23]=3)[N:19]=2)[CH2:10][CH2:9]1)[CH3:2].[CH3:36][O:37][CH2:38][C:39](Cl)=[O:40], predict the reaction product. The product is: [CH2:1]([O:3][C:4]1[CH:5]=[C:6]([CH:25]=[C:26]([O:33][CH2:34][CH3:35])[C:27]=1[N:28]1[CH:32]=[CH:31][CH:30]=[CH:29]1)[CH2:7][N:8]1[CH2:13][CH2:12][CH:11]([NH:14][C:15]2[O:16][C:17]3[CH:23]=[CH:22][CH:21]=[C:20]([NH:24][C:39](=[O:40])[CH2:38][O:37][CH3:36])[C:18]=3[N:19]=2)[CH2:10][CH2:9]1)[CH3:2]. (3) Given the reactants C[O:2][C:3](=[O:19])[C:4]1[CH:9]=[CH:8][CH:7]=[C:6]([CH2:10][O:11][C:12]2[CH:17]=[CH:16][C:15](I)=[CH:14][CH:13]=2)[CH:5]=1.[CH3:20][O:21][CH2:22][C:23]1[CH:28]=[CH:27][CH:26]=[CH:25][C:24]=1B(O)O, predict the reaction product. The product is: [CH3:20][O:21][CH2:22][C:23]1[CH:28]=[CH:27][CH:26]=[CH:25][C:24]=1[C:15]1[CH:16]=[CH:17][C:12]([O:11][CH2:10][C:6]2[CH:5]=[C:4]([CH:9]=[CH:8][CH:7]=2)[C:3]([OH:2])=[O:19])=[CH:13][CH:14]=1. (4) Given the reactants [CH3:1][C:2]([CH3:4])=[O:3].[OH:5][CH2:6][CH:7]([CH2:9][OH:10])[OH:8], predict the reaction product. The product is: [CH3:1][C:2]([CH3:4])=[O:3].[OH:5][CH2:6][CH:7]([CH2:9][OH:10])[OH:8]. (5) Given the reactants [C:1](#[N:5])C(C)C.[CH3:6][Si]([N-][Si](C)(C)C)(C)C.[Na+].[CH:16](=[N:18]/[S@@:19]([C:21]([CH3:24])([CH3:23])[CH3:22])=[O:20])\[CH3:17].C(O[CH2:28][CH3:29])C, predict the reaction product. The product is: [C:1]([C:28]([CH3:29])([CH3:6])[C@@H:16]([NH:18][S@@:19]([C:21]([CH3:24])([CH3:23])[CH3:22])=[O:20])[CH3:17])#[N:5].